The task is: Predict the reactants needed to synthesize the given product.. This data is from Full USPTO retrosynthesis dataset with 1.9M reactions from patents (1976-2016). (1) Given the product [C:1]([O:5][C:6]([N:8]1[CH2:9][CH2:10][C:11]([CH2:14][NH2:15])([C:16]2[CH:21]=[CH:20][C:19]([Cl:22])=[CH:18][CH:17]=2)[CH2:12][CH2:13]1)=[O:7])([CH3:4])([CH3:3])[CH3:2], predict the reactants needed to synthesize it. The reactants are: [C:1]([O:5][C:6]([N:8]1[CH2:13][CH2:12][C:11]([C:16]2[CH:21]=[CH:20][C:19]([Cl:22])=[CH:18][CH:17]=2)([C:14]#[N:15])[CH2:10][CH2:9]1)=[O:7])([CH3:4])([CH3:3])[CH3:2].[H][H]. (2) Given the product [S:32]1[CH:36]=[CH:35][N:34]=[C:33]1[CH2:37][N:4]1[CH2:5][CH2:6][N:1]([C:7]2[CH:8]=[CH:9][C:10]([NH:13][C:14]([C:16]3[CH2:21][CH2:20][CH2:19][CH2:18][C:17]=3[C:22]3[CH:23]=[CH:24][C:25]([C:28]([F:29])([F:31])[F:30])=[CH:26][CH:27]=3)=[O:15])=[CH:11][CH:12]=2)[CH2:2][CH2:3]1, predict the reactants needed to synthesize it. The reactants are: [N:1]1([C:7]2[CH:12]=[CH:11][C:10]([NH:13][C:14]([C:16]3[CH2:21][CH2:20][CH2:19][CH2:18][C:17]=3[C:22]3[CH:27]=[CH:26][C:25]([C:28]([F:31])([F:30])[F:29])=[CH:24][CH:23]=3)=[O:15])=[CH:9][CH:8]=2)[CH2:6][CH2:5][NH:4][CH2:3][CH2:2]1.[S:32]1[CH:36]=[CH:35][N:34]=[C:33]1[CH:37]=O.C(O[BH-](OC(=O)C)OC(=O)C)(=O)C.[Na+].